Dataset: Reaction yield outcomes from USPTO patents with 853,638 reactions. Task: Predict the reaction yield, written as a fraction of the theoretical maximum amount of product (1.0 means a 100% yield; for example, 0.34 means a 34% yield). (1) The reactants are Cl[C:2]1[S:3][C:4]2[C:10]([C:11]3[CH:16]=[CH:15][CH:14]=[CH:13][CH:12]=3)=[CH:9][CH:8]=[C:7]([O:17][CH3:18])[C:5]=2[N:6]=1.[NH2:19][CH2:20][C:21]1[CH:22]=[N:23][CH:24]=[CH:25][CH:26]=1. The catalyst is O1CCOCC1. The yield is 0.310. The product is [CH3:18][O:17][C:7]1[C:5]2[N:6]=[C:2]([NH:19][CH2:20][C:21]3[CH:22]=[N:23][CH:24]=[CH:25][CH:26]=3)[S:3][C:4]=2[C:10]([C:11]2[CH:16]=[CH:15][CH:14]=[CH:13][CH:12]=2)=[CH:9][CH:8]=1. (2) The reactants are [Cl:1][C:2]1[CH:7]=[CH:6][C:5]([NH2:8])=[CH:4][C:3]=1[OH:9].[C:10](O[C:10]([O:12][C:13]([CH3:16])([CH3:15])[CH3:14])=[O:11])([O:12][C:13]([CH3:16])([CH3:15])[CH3:14])=[O:11]. The catalyst is C1COCC1. The product is [C:13]([O:12][C:10](=[O:11])[NH:8][C:5]1[CH:6]=[CH:7][C:2]([Cl:1])=[C:3]([OH:9])[CH:4]=1)([CH3:16])([CH3:15])[CH3:14]. The yield is 0.970. (3) The product is [CH2:12]([O:14][C:15](=[O:23])[C:16]1[CH:21]=[CH:20][CH:19]=[C:18]([NH:22][S:8]([C:4]2[CH:5]=[CH:6][CH:7]=[C:2]([Cl:1])[CH:3]=2)(=[O:10])=[O:9])[CH:17]=1)[CH3:13]. The reactants are [Cl:1][C:2]1[CH:3]=[C:4]([S:8](Cl)(=[O:10])=[O:9])[CH:5]=[CH:6][CH:7]=1.[CH2:12]([O:14][C:15](=[O:23])[C:16]1[CH:21]=[CH:20][CH:19]=[C:18]([NH2:22])[CH:17]=1)[CH3:13]. The yield is 0.980. The catalyst is C1(C)C=CC=CC=1. (4) The reactants are OO.FC(F)(F)C(O)=[O:6].[C:10]([C:12]1[C:16]([S:17][C:18]([F:21])([F:20])[F:19])=[C:15]([CH3:22])[N:14]([C:23]2[C:28]([Cl:29])=[CH:27][C:26]([C:30]([F:33])([F:32])[F:31])=[CH:25][C:24]=2[Cl:34])[N:13]=1)#[N:11]. No catalyst specified. The product is [C:10]([C:12]1[C:16]([S:17]([C:18]([F:20])([F:19])[F:21])=[O:6])=[C:15]([CH3:22])[N:14]([C:23]2[C:28]([Cl:29])=[CH:27][C:26]([C:30]([F:32])([F:33])[F:31])=[CH:25][C:24]=2[Cl:34])[N:13]=1)#[N:11]. The yield is 0.830. (5) The reactants are [Br:1][C:2]1[CH:11]=[C:10]2[C:5]([CH:6]=[CH:7][C:8]([OH:12])=[CH:9]2)=[CH:4][CH:3]=1.S(OCC)(O[CH2:17][CH3:18])(=O)=O.C([O-])([O-])=O.[K+].[K+]. The catalyst is C(#N)C.[Br-].C([N+](CCCC)(CCCC)CCCC)CCC. The product is [Br:1][C:2]1[CH:3]=[CH:4][C:5]2[C:10](=[CH:9][C:8]([O:12][CH2:17][CH3:18])=[CH:7][CH:6]=2)[CH:11]=1. The yield is 0.890. (6) The reactants are [CH2:1]=[CH:2][C@@H:3]([OH:8])[CH2:4][CH2:5][C:6]#[CH:7].C(N(CC)CC)C.O([Si:24]([C:27]([CH3:30])([CH3:29])[CH3:28])([CH3:26])[CH3:25])S(C(F)(F)F)(=O)=O.O. The catalyst is C(Cl)Cl. The product is [C:27]([Si:24]([CH3:26])([CH3:25])[O:8][C@H:3]([CH:2]=[CH2:1])[CH2:4][CH2:5][C:6]#[CH:7])([CH3:30])([CH3:29])[CH3:28]. The yield is 0.580. (7) The reactants are C1(C)C=CC(S(O)(=O)=O)=CC=1.C1COCC1.CCOC(C)=O.[Cl:23][C:24]1[CH:25]=[C:26]([C:31]2[N:35]([C:36]3[CH:41]=[CH:40][C:39]([O:42][CH3:43])=[CH:38][CH:37]=3)[N:34]=[C:33]([CH2:44][O:45]C3CCCCO3)[CH:32]=2)[CH:27]=[CH:28][C:29]=1[Cl:30]. The catalyst is CO. The product is [Cl:23][C:24]1[CH:25]=[C:26]([C:31]2[N:35]([C:36]3[CH:37]=[CH:38][C:39]([O:42][CH3:43])=[CH:40][CH:41]=3)[N:34]=[C:33]([CH2:44][OH:45])[CH:32]=2)[CH:27]=[CH:28][C:29]=1[Cl:30]. The yield is 0.637. (8) The reactants are [CH3:1][O:2][C:3](=[O:22])[CH:4]([C:11]1[CH:16]=[CH:15][C:14](F)=[C:13]([C:18]([F:21])([F:20])[F:19])[CH:12]=1)[CH2:5][CH:6]1[CH2:10][CH2:9][CH2:8][CH2:7]1.[CH3:23][S-:24].[Na+].Cl. The catalyst is CN(C)C=O. The product is [CH3:1][O:2][C:3](=[O:22])[CH:4]([C:11]1[CH:16]=[CH:15][C:14]([S:24][CH3:23])=[C:13]([C:18]([F:21])([F:20])[F:19])[CH:12]=1)[CH2:5][CH:6]1[CH2:10][CH2:9][CH2:8][CH2:7]1. The yield is 0.355.